Dataset: Forward reaction prediction with 1.9M reactions from USPTO patents (1976-2016). Task: Predict the product of the given reaction. Given the reactants [CH3:1][N:2]([CH2:13][C:14]1[C:15]([C:25]2[CH:33]=[C:32]3[C:28]([CH:29]=[N:30][N:31]3[CH3:34])=[CH:27][CH:26]=2)=[N:16][N:17](C2CCCCO2)[CH:18]=1)[CH2:3][CH2:4][NH:5]C(=O)OC(C)(C)C.C(N(CC)CC)C.O.CC#N, predict the reaction product. The product is: [CH3:1][N:2]([CH2:13][C:14]1[C:15]([C:25]2[CH:33]=[C:32]3[C:28]([CH:29]=[N:30][N:31]3[CH3:34])=[CH:27][CH:26]=2)=[N:16][NH:17][CH:18]=1)[CH2:3][CH2:4][NH2:5].